From a dataset of Experimentally validated miRNA-target interactions with 360,000+ pairs, plus equal number of negative samples. Binary Classification. Given a miRNA mature sequence and a target amino acid sequence, predict their likelihood of interaction. The miRNA is hsa-miR-548as-3p with sequence UAAAACCCACAAUUAUGUUUGU. The protein sequence of the target gene is MQPSPPPTELVPSERAVVLLSCALSALGSGLLVATHALWPDLRSRARRLLLFLSLADLLSAASYFYGVLQNFAGPSWDCVLQGALSTFANTSSFFWTVAIALYLYLSIVRAARGPRTDRLLWAFHVVSWGVPLVITVAAVALKKIGYDASDVSVGWCWIDLEAKDHVLWMLLTGKLWEMLAYVLLPLLYLLVRKHINRAHTALSEYRPILSQEHRLLRHSSMADKKLVLIPLIFIGLRVWSTVRFVLTLCGSPAVQTPVLVVLHGIGNTFQGGANCIMFVLCTRAVRTRLFSLCCCCCSS.... Result: 1 (interaction).